Dataset: Full USPTO retrosynthesis dataset with 1.9M reactions from patents (1976-2016). Task: Predict the reactants needed to synthesize the given product. (1) The reactants are: Cl[C:2]1[CH:7]=[CH:6][N:5]=[CH:4][C:3]=1[C:8]#[N:9].Cl[C:11]1C=C(Cl)C=C(C)[C:12]=1[S:19](CC)(=O)=O.C([S-])C.[Na+]. Given the product [CH2:12]([S:19][C:2]1[CH:7]=[CH:6][N:5]=[CH:4][C:3]=1[C:8]#[N:9])[CH3:11], predict the reactants needed to synthesize it. (2) Given the product [F:7]/[C:6](=[CH:36]\[C:35]1[CH:34]=[CH:33][C:32]([C:27]2[N:26]=[CH:31][CH:30]=[CH:29][N:28]=2)=[CH:39][CH:38]=1)/[CH:4]=[O:5], predict the reactants needed to synthesize it. The reactants are: CCO[C:4]([CH:6](P(OCC)(OCC)=O)[F:7])=[O:5].[Mg+2].[Br-].[Br-].C(N(CC)CC)C.[N:26]1[CH:31]=[CH:30][CH:29]=[N:28][C:27]=1[C:32]1[CH:39]=[CH:38][C:35]([CH:36]=O)=[CH:34][CH:33]=1. (3) Given the product [Br-:11].[OH:10][C:4]1[CH:5]=[C:6]([I:9])[CH:7]=[CH:8][C:3]=1[CH2:2][P+:18]([C:19]1[CH:20]=[CH:21][CH:22]=[CH:23][CH:24]=1)([C:25]1[CH:30]=[CH:29][CH:28]=[CH:27][CH:26]=1)[C:12]1[CH:13]=[CH:14][CH:15]=[CH:16][CH:17]=1, predict the reactants needed to synthesize it. The reactants are: O[CH2:2][C:3]1[CH:8]=[CH:7][C:6]([I:9])=[CH:5][C:4]=1[OH:10].[BrH:11].[C:12]1([P:18]([C:25]2[CH:30]=[CH:29][CH:28]=[CH:27][CH:26]=2)[C:19]2[CH:24]=[CH:23][CH:22]=[CH:21][CH:20]=2)[CH:17]=[CH:16][CH:15]=[CH:14][CH:13]=1. (4) Given the product [O:34]=[C:25]1[N:24]([C:20]2[CH:19]=[C:18]([F:35])[C:17]([CH:14]3[CH2:15][CH2:16][NH:11][CH2:12][CH2:13]3)=[C:22]([F:23])[CH:21]=2)[CH2:28][C@H:27]([CH2:29][NH:30][C:31](=[O:33])[CH3:32])[O:26]1, predict the reactants needed to synthesize it. The reactants are: C1(COC([N:11]2[CH2:16][CH2:15][CH:14]([C:17]3[C:22]([F:23])=[CH:21][C:20]([N:24]4[CH2:28][C@H:27]([CH2:29][NH:30][C:31](=[O:33])[CH3:32])[O:26][C:25]4=[O:34])=[CH:19][C:18]=3[F:35])[CH2:13][CH2:12]2)=O)C=CC=CC=1.FC(F)(F)C(O)=O. (5) Given the product [NH2:23][C:24]1[C:25]([C:31]([NH:1][C:2]2[CH:3]=[N:4][N:5]([CH3:22])[C:6]=2[N:7]2[CH2:12][CH2:11][CH2:10][C@H:9]([CH2:13][NH2:14])[CH2:8]2)=[O:33])=[N:26][C:27]([C:36]2[CH:37]=[CH:38][CH:39]=[CH:40][C:35]=2[F:34])=[CH:28][CH:29]=1, predict the reactants needed to synthesize it. The reactants are: [NH2:1][C:2]1[CH:3]=[N:4][N:5]([CH3:22])[C:6]=1[N:7]1[CH2:12][CH2:11][CH2:10][C@H:9]([CH2:13][NH:14]C(=O)OC(C)(C)C)[CH2:8]1.[NH2:23][C:24]1[C:25]([C:31]([OH:33])=O)=[N:26][C:27](Br)=[CH:28][CH:29]=1.[F:34][C:35]1[CH:40]=[CH:39][CH:38]=[CH:37][C:36]=1B(O)O. (6) Given the product [C:44]1([CH2:43][CH2:42][C:41]([N:15]([C:12]2[CH:11]=[CH:10][C:9]([O:8][CH2:7][CH2:6][N:1]3[CH2:2][CH2:3][CH2:4][CH2:5]3)=[CH:14][CH:13]=2)[CH:16]([C:21]2[CH:22]=[CH:23][C:24]([O:27][CH:28]3[CH2:33][CH2:32][CH2:31][CH2:30][O:29]3)=[CH:25][CH:26]=2)[CH2:17][CH2:18][CH2:19][CH3:20])=[O:50])[CH:49]=[CH:48][CH:47]=[CH:46][CH:45]=1, predict the reactants needed to synthesize it. The reactants are: [N:1]1([CH2:6][CH2:7][O:8][C:9]2[CH:14]=[CH:13][C:12]([NH:15][CH:16]([C:21]3[CH:26]=[CH:25][C:24]([O:27][CH:28]4[CH2:33][CH2:32][CH2:31][CH2:30][O:29]4)=[CH:23][CH:22]=3)[CH2:17][CH2:18][CH2:19][CH3:20])=[CH:11][CH:10]=2)[CH2:5][CH2:4][CH2:3][CH2:2]1.C(N(CC)CC)C.[C:41](Cl)(=[O:50])[CH2:42][CH2:43][C:44]1[CH:49]=[CH:48][CH:47]=[CH:46][CH:45]=1.C(=O)(O)[O-].[Na+]. (7) Given the product [Cl:29][CH:7]([CH:1]1[CH2:6][CH2:5][CH2:4][CH2:3][CH2:2]1)[C:9]1[CH:13]=[C:12]([CH:14]2[O:18][CH2:17][CH2:16][O:15]2)[S:11][C:10]=1[CH2:19][CH3:20], predict the reactants needed to synthesize it. The reactants are: [CH:1]1([CH:7]([C:9]2[CH:13]=[C:12]([CH:14]3[O:18][CH2:17][CH2:16][O:15]3)[S:11][C:10]=2[CH2:19][CH3:20])O)[CH2:6][CH2:5][CH2:4][CH2:3][CH2:2]1.N1C=CC=CC=1.S(Cl)([Cl:29])=O.C(=O)([O-])O.[Na+]. (8) Given the product [CH3:1][N:2]1[C:6]([C:7]2[CH:8]=[N:9][CH:10]=[CH:11][CH:12]=2)=[C:5](/[CH:13]=[CH:25]/[C:26]([O:28][CH2:29][CH3:30])=[O:27])[CH:4]=[N:3]1, predict the reactants needed to synthesize it. The reactants are: [CH3:1][N:2]1[C:6]([C:7]2[CH:8]=[N:9][CH:10]=[CH:11][CH:12]=2)=[C:5]([CH:13]=O)[CH:4]=[N:3]1.[H-].[Na+].C(OP([CH2:25][C:26]([O:28][CH2:29][CH3:30])=[O:27])(OCC)=O)C.CN(C)C=O.